From a dataset of Forward reaction prediction with 1.9M reactions from USPTO patents (1976-2016). Predict the product of the given reaction. (1) Given the reactants [OH:1][NH2:2].C([O:5][C:6](=O)[CH2:7][CH2:8][CH2:9][CH2:10][CH2:11][CH2:12][N:13]([C:20]1[CH:25]=[C:24]([O:26][CH2:27][CH2:28][CH3:29])[CH:23]=[CH:22][N:21]=1)[C:14]1[CH:19]=[CH:18][CH:17]=[CH:16][N:15]=1)C, predict the reaction product. The product is: [OH:1][NH:2][C:6](=[O:5])[CH2:7][CH2:8][CH2:9][CH2:10][CH2:11][CH2:12][N:13]([C:20]1[CH:25]=[C:24]([O:26][CH2:27][CH2:28][CH3:29])[CH:23]=[CH:22][N:21]=1)[C:14]1[CH:19]=[CH:18][CH:17]=[CH:16][N:15]=1. (2) The product is: [OH:12][C:9]1[CH:10]=[C:11]2[C:6]([C:5]([C:14]#[N:15])=[CH:4][N:3]2[CH2:1][CH3:2])=[CH:7][CH:8]=1. Given the reactants [CH2:1]([N:3]1[C:11]2[C:6](=[CH:7][CH:8]=[C:9]([O:12]C)[CH:10]=2)[C:5]([C:14]#[N:15])=[CH:4]1)[CH3:2].B(Br)(Br)Br.[OH-].[Na+], predict the reaction product.